This data is from NCI-60 drug combinations with 297,098 pairs across 59 cell lines. The task is: Regression. Given two drug SMILES strings and cell line genomic features, predict the synergy score measuring deviation from expected non-interaction effect. (1) Drug 1: C1=CC(=CC=C1CCC2=CNC3=C2C(=O)NC(=N3)N)C(=O)NC(CCC(=O)O)C(=O)O. Drug 2: C1CN(CCN1C(=O)CCBr)C(=O)CCBr. Cell line: RXF 393. Synergy scores: CSS=22.4, Synergy_ZIP=-2.54, Synergy_Bliss=-0.864, Synergy_Loewe=2.34, Synergy_HSA=3.49. (2) Drug 1: CC1=CC=C(C=C1)C2=CC(=NN2C3=CC=C(C=C3)S(=O)(=O)N)C(F)(F)F. Drug 2: CC1=C2C(C(=O)C3(C(CC4C(C3C(C(C2(C)C)(CC1OC(=O)C(C(C5=CC=CC=C5)NC(=O)C6=CC=CC=C6)O)O)OC(=O)C7=CC=CC=C7)(CO4)OC(=O)C)O)C)OC(=O)C. Cell line: HCT-15. Synergy scores: CSS=-0.885, Synergy_ZIP=1.90, Synergy_Bliss=2.49, Synergy_Loewe=-0.478, Synergy_HSA=-0.232. (3) Drug 1: C1=C(C(=O)NC(=O)N1)F. Drug 2: CC(C)(C#N)C1=CC(=CC(=C1)CN2C=NC=N2)C(C)(C)C#N. Cell line: HT29. Synergy scores: CSS=22.7, Synergy_ZIP=1.78, Synergy_Bliss=-6.62, Synergy_Loewe=-7.76, Synergy_HSA=-7.24.